From a dataset of Forward reaction prediction with 1.9M reactions from USPTO patents (1976-2016). Predict the product of the given reaction. (1) Given the reactants Cl[C:2]1[CH:11]=[CH:10][C:9]2[C:4](=[CH:5][CH:6]=[CH:7][CH:8]=2)[N:3]=1.[Cl:12][C:13]1[CH:14]=[C:15](B(O)O)[CH:16]=[CH:17][CH:18]=1.COCCOC.C(=O)([O-])[O-].[Na+].[Na+], predict the reaction product. The product is: [Cl:12][C:13]1[CH:18]=[C:17]([C:2]2[CH:11]=[CH:10][C:9]3[C:4](=[CH:5][CH:6]=[CH:7][CH:8]=3)[N:3]=2)[CH:16]=[CH:15][CH:14]=1. (2) Given the reactants [CH2:1]([N:3]([CH2:16][CH3:17])[C:4]1[CH:13]=[C:12]2[C:7]([CH:8]=[C:9]([NH2:15])[C:10](=[O:14])[O:11]2)=[CH:6][CH:5]=1)[CH3:2].N([O-])=O.[Na+].C([O-])(=O)C.[K+].[N-:27]=[N+:28]=[N-].[Na+], predict the reaction product. The product is: [N:15]([C:9]1[C:10](=[O:14])[O:11][C:12]2[C:7]([CH:8]=1)=[CH:6][CH:5]=[C:4]([N:3]([CH2:1][CH3:2])[CH2:16][CH3:17])[CH:13]=2)=[N+:27]=[N-:28].